This data is from Full USPTO retrosynthesis dataset with 1.9M reactions from patents (1976-2016). The task is: Predict the reactants needed to synthesize the given product. (1) Given the product [CH3:48][N:2]([CH3:1])[CH2:3][CH2:4][CH2:5][N:6]1[CH:10]=[C:9]([C:11]2[C:19]3[C:18]([NH:20][C@H:21]([C:23]4[N:28]([C:29]5[CH:34]=[CH:33][CH:32]=[CH:31][CH:30]=5)[C:27](=[O:35])[C:26]5=[C:36]([CH3:39])[CH:37]=[CH:38][N:25]5[N:24]=4)[CH3:22])=[N:17][CH:16]=[N:15][C:14]=3[NH:13][CH:12]=2)[CH:8]=[N:7]1, predict the reactants needed to synthesize it. The reactants are: [CH3:1][N:2]([CH3:48])[CH2:3][CH2:4][CH2:5][N:6]1[CH:10]=[C:9]([C:11]2[C:19]3[C:18]([NH:20][C@H:21]([C:23]4[N:28]([C:29]5[CH:34]=[CH:33][CH:32]=[CH:31][CH:30]=5)[C:27](=[O:35])[C:26]5=[C:36]([CH3:39])[CH:37]=[CH:38][N:25]5[N:24]=4)[CH3:22])=[N:17][CH:16]=[N:15][C:14]=3[N:13](COCC[Si](C)(C)C)[CH:12]=2)[CH:8]=[N:7]1.FC(F)(F)C(O)=O.N. (2) Given the product [CH2:16]([O:40][C:38](=[O:39])[CH2:37][CH2:41][NH:42][C:6](=[O:8])[C:5]1[CH:4]=[CH:3][C:2]([NH2:1])=[CH:10][CH:9]=1)[CH3:17], predict the reactants needed to synthesize it. The reactants are: [NH2:1][C:2]1[CH:10]=[CH:9][C:5]([C:6]([OH:8])=O)=[CH:4][CH:3]=1.O.ON1[C:17]2C=CC=C[C:16]=2N=N1.Cl.C(N=C=NCCCN(C)C)C.Cl.C([CH:37]([CH2:41][NH2:42])[C:38]([OH:40])=[O:39])C.C(N(C(C)C)CC)(C)C. (3) Given the product [F:12][C:11]1[CH:10]=[CH:9][C:4]([C:5]([O:7][CH3:8])=[O:6])=[CH:3][C:2]=1[C:14]#[C:13][C:15]1[CH:20]=[CH:19][CH:18]=[CH:17][N:16]=1, predict the reactants needed to synthesize it. The reactants are: Br[C:2]1[CH:3]=[C:4]([CH:9]=[CH:10][C:11]=1[F:12])[C:5]([O:7][CH3:8])=[O:6].[C:13]([C:15]1[CH:20]=[CH:19][CH:18]=[CH:17][N:16]=1)#[CH:14].C(N(CC)CC)C. (4) The reactants are: [OH:1][CH:2]1[CH2:7][CH2:6][N:5]([C:8]([O:10][C:11]([CH3:14])([CH3:13])[CH3:12])=[O:9])[CH2:4][CH2:3]1.[Br:15][C:16]1[CH:21]=[CH:20][CH:19]=[CH:18][C:17]=1O.C1(P(C2C=CC=CC=2)C2C=CC=CC=2)C=CC=CC=1.N(C(OC(C)C)=O)=NC(OC(C)C)=O. Given the product [Br:15][C:16]1[CH:21]=[CH:20][CH:19]=[CH:18][C:17]=1[O:1][CH:2]1[CH2:3][CH2:4][N:5]([C:8]([O:10][C:11]([CH3:14])([CH3:13])[CH3:12])=[O:9])[CH2:6][CH2:7]1, predict the reactants needed to synthesize it. (5) Given the product [I:1][C:2]1[CH:7]=[CH:6][N:5]2[C:10]([C:11]3[CH:20]=[CH:19][C:18]4[C:13](=[C:14]([N:21]5[CH2:22][CH2:23][CH:24]([CH2:27][NH:28][C:29](=[O:35])[O:30][C:31]([CH3:32])([CH3:34])[CH3:33])[CH2:25][CH2:26]5)[CH:15]=[CH:16][CH:17]=4)[N:12]=3)=[N:9][N:8]=[C:4]2[CH:3]=1, predict the reactants needed to synthesize it. The reactants are: [I:1][C:2]1[CH:7]=[CH:6][N:5]=[C:4]([NH:8]/[N:9]=[CH:10]/[C:11]2[CH:20]=[CH:19][C:18]3[C:13](=[C:14]([N:21]4[CH2:26][CH2:25][CH:24]([CH2:27][NH:28][C:29](=[O:35])[O:30][C:31]([CH3:34])([CH3:33])[CH3:32])[CH2:23][CH2:22]4)[CH:15]=[CH:16][CH:17]=3)[N:12]=2)[CH:3]=1.C(O)(=O)C.C(O)(=O)C.IC1C=CC=CC=1. (6) Given the product [N+:25]([C:12]1[CH:13]=[C:14]([C:17]2[CH:22]=[CH:21][CH:20]=[CH:19][C:18]=2[C:23]2[NH:30][N:29]=[N:28][N:24]=2)[CH:15]=[CH:16][C:11]=1[N:1]1[C:10]2[C:5](=[CH:6][CH:7]=[CH:8][CH:9]=2)[CH2:4][CH2:3][CH2:2]1)([O-:27])=[O:26], predict the reactants needed to synthesize it. The reactants are: [N:1]1([C:11]2[CH:16]=[CH:15][C:14]([C:17]3[C:18]([C:23]#[N:24])=[CH:19][CH:20]=[CH:21][CH:22]=3)=[CH:13][C:12]=2[N+:25]([O-:27])=[O:26])[C:10]2[C:5](=[CH:6][CH:7]=[CH:8][CH:9]=2)[CH2:4][CH2:3][CH2:2]1.[N:28]([Sn](CCCC)(CCCC)CCCC)=[N+:29]=[N-:30]. (7) Given the product [Cl:24][C:21]1[CH:20]=[CH:19][C:18]([C:12]2[C:11]3[CH2:10][CH2:9][NH:8][CH2:17][CH2:16][C:15]=3[N:14]([CH2:25][C:26]3[CH:33]=[CH:32][C:29]([CH3:30])=[CH:28][CH:27]=3)[N:13]=2)=[CH:23][CH:22]=1, predict the reactants needed to synthesize it. The reactants are: C(OC([N:8]1[CH2:17][CH2:16][C:15]2[NH:14][N:13]=[C:12]([C:18]3[CH:23]=[CH:22][C:21]([Cl:24])=[CH:20][CH:19]=3)[C:11]=2[CH2:10][CH2:9]1)=O)(C)(C)C.[CH3:25][C:26]1[CH:33]=[CH:32][C:29]([CH2:30]Cl)=[CH:28][CH:27]=1.C(OC(N1CCC2C(=C(C3C=CC(Cl)=CC=3)N(CC3C=CC(C)=CC=3)N=2)CC1)=O)(C)(C)C. (8) Given the product [OH:23][C:20]([C:17]1[CH:18]=[CH:19][C:14]([C:13]([NH:12][C:4]2[CH:3]=[C:2]([N:25]3[CH2:29][CH2:28][C@@H:27]([OH:30])[CH2:26]3)[N:7]3[N:8]=[C:9]([CH3:11])[CH:10]=[C:6]3[N:5]=2)=[O:24])=[CH:15][CH:16]=1)([CH3:22])[CH3:21], predict the reactants needed to synthesize it. The reactants are: Cl[C:2]1[N:7]2[N:8]=[C:9]([CH3:11])[CH:10]=[C:6]2[N:5]=[C:4]([NH:12][C:13](=[O:24])[C:14]2[CH:19]=[CH:18][C:17]([C:20]([OH:23])([CH3:22])[CH3:21])=[CH:16][CH:15]=2)[CH:3]=1.[NH:25]1[CH2:29][CH2:28][C@@H:27]([OH:30])[CH2:26]1. (9) Given the product [F:23][CH:24]([F:40])[CH2:25][N:26]1[CH:30]=[C:29]([C:2]2[N:7]=[C:6]([O:8][C@@H:9]([C@H:11]3[CH2:15][NH:14][C:13](=[O:16])[CH2:12]3)[CH3:10])[C:5]3[N:17]([CH:20]([F:22])[F:21])[CH:18]=[N:19][C:4]=3[CH:3]=2)[CH:28]=[N:27]1, predict the reactants needed to synthesize it. The reactants are: Cl[C:2]1[N:7]=[C:6]([O:8][C@@H:9]([C@H:11]2[CH2:15][NH:14][C:13](=[O:16])[CH2:12]2)[CH3:10])[C:5]2[N:17]([CH:20]([F:22])[F:21])[CH:18]=[N:19][C:4]=2[CH:3]=1.[F:23][CH:24]([F:40])[CH2:25][N:26]1[CH:30]=[C:29](B2OC(C)(C)C(C)(C)O2)[CH:28]=[N:27]1.[O-]P([O-])([O-])=O.[K+].[K+].[K+]. (10) Given the product [CH:7]1[CH:8]=[CH:9][C:10]2[C:5](=[CH:4][CH:3]=[CH:2][C:1]=2[OH:11])[CH:6]=1, predict the reactants needed to synthesize it. The reactants are: [C:1]1([O:11]C2C3C(=CC=CC=3)C=CC=2)[C:10]2[C:5](=[CH:6][CH:7]=[CH:8][CH:9]=2)[CH:4]=[CH:3][CH:2]=1.B(Br)(Br)Br.C(O)C.C([O-])(O)=O.[Na+].